Dataset: Forward reaction prediction with 1.9M reactions from USPTO patents (1976-2016). Task: Predict the product of the given reaction. Given the reactants [F:1][C:2]1[CH:3]=[CH:4][C:5]([C:8]2[C:12]([CH2:13][CH2:14][C:15]3[S:16][C:17]([C:20]([OH:22])=O)=[CH:18][N:19]=3)=[C:11]([CH3:23])[O:10][N:9]=2)=[N:6][CH:7]=1.[CH:24]1([NH2:27])[CH2:26][CH2:25]1, predict the reaction product. The product is: [CH:24]1([NH:27][C:20]([C:17]2[S:16][C:15]([CH2:14][CH2:13][C:12]3[C:8]([C:5]4[CH:4]=[CH:3][C:2]([F:1])=[CH:7][N:6]=4)=[N:9][O:10][C:11]=3[CH3:23])=[N:19][CH:18]=2)=[O:22])[CH2:26][CH2:25]1.